This data is from Kir2.1 potassium channel HTS with 301,493 compounds. The task is: Binary Classification. Given a drug SMILES string, predict its activity (active/inactive) in a high-throughput screening assay against a specified biological target. The result is 0 (inactive). The compound is Clc1c(OCC(=O)Nc2ccc(C(=O)N(CC)CC)cc2)ccc([N+]([O-])=O)c1.